From a dataset of Catalyst prediction with 721,799 reactions and 888 catalyst types from USPTO. Predict which catalyst facilitates the given reaction. Reactant: [Cl:1][C:2]1[C:7]([OH:8])=[CH:6][CH:5]=[CH:4][N:3]=1.F[C:10]1[CH:17]=[CH:16][CH:15]=[CH:14][C:11]=1[C:12]#[N:13].C(=O)([O-])[O-].[K+].[K+].O. Product: [Cl:1][C:2]1[C:7]([O:8][C:10]2[CH:17]=[CH:16][CH:15]=[CH:14][C:11]=2[C:12]#[N:13])=[CH:6][CH:5]=[CH:4][N:3]=1. The catalyst class is: 3.